Dataset: Full USPTO retrosynthesis dataset with 1.9M reactions from patents (1976-2016). Task: Predict the reactants needed to synthesize the given product. (1) Given the product [CH3:1][O:2][C:3]([C@H:5]1[CH2:9][C@@H:8]([O:10][Si:27]([C:23]([CH3:26])([CH3:25])[CH3:24])([C:34]2[CH:35]=[CH:36][CH:37]=[CH:38][CH:39]=2)[C:28]2[CH:33]=[CH:32][CH:31]=[CH:30][CH:29]=2)[CH2:7][N:6]1[C:11]([O:13][C:14]([CH3:17])([CH3:16])[CH3:15])=[O:12])=[O:4], predict the reactants needed to synthesize it. The reactants are: [CH3:1][O:2][C:3]([C@H:5]1[CH2:9][C@@H:8]([OH:10])[CH2:7][N:6]1[C:11]([O:13][C:14]([CH3:17])([CH3:16])[CH3:15])=[O:12])=[O:4].N1C=CN=C1.[C:23]([Si:27](Cl)([C:34]1[CH:39]=[CH:38][CH:37]=[CH:36][CH:35]=1)[C:28]1[CH:33]=[CH:32][CH:31]=[CH:30][CH:29]=1)([CH3:26])([CH3:25])[CH3:24]. (2) Given the product [Cl:1][C:2]1[C:7]([NH:8][S:9]([CH3:12])(=[O:11])=[O:10])=[CH:6][C:5]([C:13]2[CH:21]=[C:20]3[C:16]([CH:17]=[N:18][N:19]3[S:22]([C:25]3[CH:30]=[CH:29][C:28]([CH3:31])=[CH:27][CH:26]=3)(=[O:24])=[O:23])=[C:15]([C:32]3[O:40][C:39]([CH2:38][Cl:37])=[N:35][N:36]=3)[CH:14]=2)=[CH:4][N:3]=1, predict the reactants needed to synthesize it. The reactants are: [Cl:1][C:2]1[C:7]([NH:8][S:9]([CH3:12])(=[O:11])=[O:10])=[CH:6][C:5]([C:13]2[CH:21]=[C:20]3[C:16]([CH:17]=[N:18][N:19]3[S:22]([C:25]3[CH:30]=[CH:29][C:28]([CH3:31])=[CH:27][CH:26]=3)(=[O:24])=[O:23])=[C:15]([C:32]3[NH:36][N:35]=NN=3)[CH:14]=2)=[CH:4][N:3]=1.[Cl:37][CH2:38][C:39](Cl)=[O:40]. (3) Given the product [CH2:9]([O:8][C:6]1[CH:7]=[C:2]([O:26][C:23]2[CH:24]=[CH:25][C:20]([F:19])=[C:21]([C:27]([F:28])([F:29])[F:30])[CH:22]=2)[N:3]=[CH:4][N:5]=1)[C:10]#[C:11][CH3:12], predict the reactants needed to synthesize it. The reactants are: Cl[C:2]1[CH:7]=[C:6]([O:8][CH2:9][C:10]#[C:11][CH3:12])[N:5]=[CH:4][N:3]=1.C(=O)([O-])[O-].[K+].[K+].[F:19][C:20]1[CH:25]=[CH:24][C:23]([OH:26])=[CH:22][C:21]=1[C:27]([F:30])([F:29])[F:28].[Cl-].[NH4+]. (4) Given the product [C:24]([O:28][C:29]([N:31]1[CH2:36][CH2:35][CH:34]([O:19][C:15]2[CH:16]=[C:17]3[C:12](=[CH:13][CH:14]=2)[N:11]([CH:20]([CH3:21])[CH3:22])[C:10]([C:8]([N:5]2[CH2:4][CH2:3][S:2](=[O:1])(=[O:23])[CH2:7][CH2:6]2)=[O:9])=[CH:18]3)[CH2:33][CH2:32]1)=[O:30])([CH3:27])([CH3:25])[CH3:26], predict the reactants needed to synthesize it. The reactants are: [O:1]=[S:2]1(=[O:23])[CH2:7][CH2:6][N:5]([C:8]([C:10]2[N:11]([CH:20]([CH3:22])[CH3:21])[C:12]3[C:17]([CH:18]=2)=[CH:16][C:15]([OH:19])=[CH:14][CH:13]=3)=[O:9])[CH2:4][CH2:3]1.[C:24]([O:28][C:29]([N:31]1[CH2:36][CH2:35][CH:34](O)[CH2:33][CH2:32]1)=[O:30])([CH3:27])([CH3:26])[CH3:25].C1(P(C2C=CC=CC=2)C2C=CC=CC=2)C=CC=CC=1.C(OC(N=NC(OC(C)(C)C)=O)=O)(C)(C)C. (5) Given the product [CH2:1]([N:8]1[C:16]2[C:11](=[CH:12][C:13]([Cl:17])=[CH:14][CH:15]=2)[C:10]([OH:18])([CH2:23][N+:20]([O-:22])=[O:21])[C:9]1=[O:19])[C:2]1[CH:3]=[CH:4][CH:5]=[CH:6][CH:7]=1, predict the reactants needed to synthesize it. The reactants are: [CH2:1]([N:8]1[C:16]2[C:11](=[CH:12][C:13]([Cl:17])=[CH:14][CH:15]=2)[C:10](=[O:18])[C:9]1=[O:19])[C:2]1[CH:7]=[CH:6][CH:5]=[CH:4][CH:3]=1.[N+:20]([CH3:23])([O-:22])=[O:21]. (6) Given the product [C:23]([NH:14][C:11]1[CH:12]=[C:13]2[C:8](=[CH:9][C:10]=1[Br:15])[N:7]([C:16]([O:18][CH:19]([CH3:21])[CH3:20])=[O:17])[CH2:6][C@H:5]([CH3:22])[N:4]2[C:1](=[O:3])[CH3:2])(=[O:25])[CH3:24], predict the reactants needed to synthesize it. The reactants are: [C:1]([N:4]1[C:13]2[C:8](=[CH:9][C:10]([Br:15])=[C:11]([NH2:14])[CH:12]=2)[N:7]([C:16]([O:18][CH:19]([CH3:21])[CH3:20])=[O:17])[CH2:6][C@@H:5]1[CH3:22])(=[O:3])[CH3:2].[C:23](NC1C=C2C(=CC=1C1C=NN(C3CC3)C=1)N(C(OC(C)C)=O)C[C@H](C)N2C(=O)C)(=[O:25])[CH3:24]. (7) Given the product [CH2:7]([N:14]1[CH2:19][CH:18]2[CH:16]([CH:17]2[CH2:20][NH2:21])[CH2:15]1)[C:8]1[CH:9]=[CH:10][CH:11]=[CH:12][CH:13]=1, predict the reactants needed to synthesize it. The reactants are: [H-].[Al+3].[Li+].[H-].[H-].[H-].[CH2:7]([N:14]1[CH2:19][CH:18]2[CH:16]([CH:17]2[CH:20]=[N:21]O)[CH2:15]1)[C:8]1[CH:13]=[CH:12][CH:11]=[CH:10][CH:9]=1.O.[Cl-].[NH4+].